From a dataset of Catalyst prediction with 721,799 reactions and 888 catalyst types from USPTO. Predict which catalyst facilitates the given reaction. Reactant: [NH:1]1[C:9]2[C:4](=[CH:5][CH:6]=[CH:7][CH:8]=2)[CH:3]=[C:2]1[CH:10]=O.[NH:12]1[C:16]2[CH:17]=[CH:18][CH:19]=[CH:20][C:15]=2[N:14]=[C:13]1[CH2:21][NH:22][CH:23]1[CH2:28][CH2:27][CH:26]([NH:29][CH:30]2[C:39]3[N:38]=[CH:37][CH:36]=[CH:35][C:34]=3[CH2:33][CH2:32][CH2:31]2)[CH2:25][CH2:24]1.[BH4-].[Na+]. Product: [NH:12]1[C:16]2[CH:17]=[CH:18][CH:19]=[CH:20][C:15]=2[N:14]=[C:13]1[CH2:21][NH:22][CH:23]1[CH2:28][CH2:27][CH:26]([N:29]([CH2:10][C:2]2[NH:1][C:9]3[C:4]([CH:3]=2)=[CH:5][CH:6]=[CH:7][CH:8]=3)[CH:30]2[C:39]3[N:38]=[CH:37][CH:36]=[CH:35][C:34]=3[CH2:33][CH2:32][CH2:31]2)[CH2:25][CH2:24]1. The catalyst class is: 5.